This data is from Forward reaction prediction with 1.9M reactions from USPTO patents (1976-2016). The task is: Predict the product of the given reaction. (1) Given the reactants Cl[CH2:2][C:3](=O)/[CH:4]=[CH:5]/[C:6]([O:8][CH2:9][CH3:10])=[O:7].[Cl:12][C:13]1[CH:29]=[CH:28][C:16]([C:17]([N:19]2[CH2:23][CH2:22][CH:21]([NH:24][C:25]([NH2:27])=[S:26])[CH2:20]2)=[O:18])=[CH:15][CH:14]=1, predict the reaction product. The product is: [Cl:12][C:13]1[CH:14]=[CH:15][C:16]([C:17]([N:19]2[CH2:23][CH2:22][CH:21]([NH:24][C:25]3[S:26][CH:2]=[C:3](/[CH:4]=[CH:5]/[C:6]([O:8][CH2:9][CH3:10])=[O:7])[N:27]=3)[CH2:20]2)=[O:18])=[CH:28][CH:29]=1. (2) Given the reactants I[C:2]1[CH:3]=[C:4]2[C:9](=[CH:10][CH:11]=1)[O:8][CH:7]([C:12]([OH:14])=[O:13])[CH2:6][CH2:5]2.CN1CCCC1=O.[C:22]([O:26][CH3:27])(=[O:25])[CH:23]=[CH2:24].C(N(CC)CC)C, predict the reaction product. The product is: [CH3:27][O:26][C:22](/[CH:23]=[CH:24]/[C:2]1[CH:3]=[C:4]2[C:9](=[CH:10][CH:11]=1)[O:8][CH:7]([C:12]([OH:14])=[O:13])[CH2:6][CH2:5]2)=[O:25]. (3) The product is: [C:19]([OH:21])(=[O:20])[CH2:14][C:15]([CH2:23][C:26]([OH:28])=[O:27])([C:16]([OH:18])=[O:17])[OH:11]. Given the reactants CNC[C@H](O)C1C=CC([OH:11])=C(O)C=1.[CH:14](/[C:19]([OH:21])=[O:20])=[CH:15]\[C:16]([OH:18])=[O:17].C[C:23]([C:26]([O:28]C1C=CC(C(O)CNC)=CC=1[O:28][C:26]([C:23](C)(C)C)=[O:27])=[O:27])(C)C.Cl.OC[C@@H]([C@H]([C@@H]([C@@H](CO)O)O)O)O, predict the reaction product. (4) Given the reactants C(OC(=O)[NH:7][CH2:8][CH2:9][C:10]1[CH:15]=[CH:14][C:13]([C:16]2[C:25]3[C:20](=[CH:21][CH:22]=[C:23]([O:26][CH3:27])[N:24]=3)[N:19]=[CH:18][CH:17]=2)=[CH:12][CH:11]=1)(C)(C)C.FC(F)(F)C(O)=O.C(Cl)[Cl:37], predict the reaction product. The product is: [ClH:37].[CH3:27][O:26][C:23]1[N:24]=[C:25]2[C:20](=[CH:21][CH:22]=1)[N:19]=[CH:18][CH:17]=[C:16]2[C:13]1[CH:14]=[CH:15][C:10]([CH2:9][CH2:8][NH2:7])=[CH:11][CH:12]=1. (5) The product is: [CH3:24][C:2]1[C:3]([N:9]([C:17]([O:19][C:20]([CH3:23])([CH3:22])[CH3:21])=[O:18])[C:10]([O:12][C:13]([CH3:16])([CH3:15])[CH3:14])=[O:11])=[N:4][CH:5]=[CH:6][C:7]=1[CH3:8]. Given the reactants Br[C:2]1[C:3]([N:9]([C:17]([O:19][C:20]([CH3:23])([CH3:22])[CH3:21])=[O:18])[C:10]([O:12][C:13]([CH3:16])([CH3:15])[CH3:14])=[O:11])=[N:4][CH:5]=[CH:6][C:7]=1[CH3:8].[CH3:24]B(O)O.C([O-])([O-])=O.[Cs+].[Cs+], predict the reaction product. (6) The product is: [Br:7][CH2:8][CH2:9][CH2:10][O:11][C:12]1[C:13]2[B:20]([OH:21])[O:24][CH:23]([CH2:6][N+:3]([O-:5])=[O:4])[C:14]=2[CH:17]=[CH:18][CH:19]=1. Given the reactants [OH-].[Na+].[N+:3]([CH3:6])([O-:5])=[O:4].[Br:7][CH2:8][CH2:9][CH2:10][O:11][C:12]1[C:13]([B:20]2[O:24][C:23](C)(C)C(C)(C)[O:21]2)=[C:14]([CH:17]=[CH:18][CH:19]=1)C=O.Cl, predict the reaction product. (7) The product is: [CH2:1]([C@H:8]([CH2:13][C:14]([O:16][C:17]([CH3:20])([CH3:19])[CH3:18])=[O:15])[C:9]([OH:11])=[O:10])[C:2]1[CH:7]=[CH:6][CH:5]=[CH:4][CH:3]=1. Given the reactants [CH2:1]([C@H:8]([CH2:13][C:14]([O:16][C:17]([CH3:20])([CH3:19])[CH3:18])=[O:15])[C:9]([O:11]C)=[O:10])[C:2]1[CH:7]=[CH:6][CH:5]=[CH:4][CH:3]=1.[OH-].[Li+].C1CCCCC1.CCOC(C)=O.Cl, predict the reaction product. (8) Given the reactants [Na].[C:2]([CH2:4][C:5]([NH2:7])=[O:6])#[N:3].[CH3:8][S:9][C:10](SC)=[CH:11][C:12]([C:14]1[CH:15]=[N:16][CH:17]=[CH:18][CH:19]=1)=O, predict the reaction product. The product is: [CH3:8][S:9][C:10]1[CH:11]=[C:12]([C:14]2[CH:15]=[N:16][CH:17]=[CH:18][CH:19]=2)[NH:7][C:5](=[O:6])[C:4]=1[C:2]#[N:3].